This data is from Reaction yield outcomes from USPTO patents with 853,638 reactions. The task is: Predict the reaction yield, written as a fraction of the theoretical maximum amount of product (1.0 means a 100% yield; for example, 0.34 means a 34% yield). (1) The reactants are [Br:1][C:2]1[CH:7]=[CH:6][CH:5]=[C:4]([CH2:8][CH2:9][CH2:10]Br)[CH:3]=1.[NH:12]1[CH2:16][CH2:15][CH2:14][CH2:13]1.C(=O)([O-])[O-].[Cs+].[Cs+]. The catalyst is O1CCOCC1.O. The product is [Br:1][C:2]1[CH:3]=[C:4]([CH2:8][CH2:9][CH2:10][N:12]2[CH2:16][CH2:15][CH2:14][CH2:13]2)[CH:5]=[CH:6][CH:7]=1. The yield is 0.610. (2) The reactants are [CH2:1]([O:3][C:4]([C:6]1[O:7][C:8]2[CH:15]=[CH:14][CH:13]=[C:12](OS(C(F)(F)F)(=O)=O)[C:9]=2[C:10]=1[CH3:11])=[O:5])[CH3:2].[CH3:24][S:25]([NH2:28])(=[O:27])=[O:26].C1(C2C=CC=CC=2)C=CC=CC=1P(C(C)(C)C)C(C)(C)C.P([O-])([O-])([O-])=O.[K+].[K+].[K+]. The catalyst is C1(C)C=CC=CC=1.C1C=CC(/C=C/C(/C=C/C2C=CC=CC=2)=O)=CC=1.C1C=CC(/C=C/C(/C=C/C2C=CC=CC=2)=O)=CC=1.C1C=CC(/C=C/C(/C=C/C2C=CC=CC=2)=O)=CC=1.[Pd].[Pd]. The product is [CH2:1]([O:3][C:4]([C:6]1[O:7][C:8]2[CH:15]=[CH:14][CH:13]=[C:12]([NH:28][S:25]([CH3:24])(=[O:27])=[O:26])[C:9]=2[C:10]=1[CH3:11])=[O:5])[CH3:2]. The yield is 0.670. (3) The reactants are C([O:14][C:15]1[C:16]2[C:35](=[O:36])[N:34]([CH2:37][C:38]3[CH:43]=[CH:42][C:41]([F:44])=[CH:40][CH:39]=3)[CH2:33][C:17]=2[C:18]([O:25][S:26]([C:29]([F:32])([F:31])[F:30])(=[O:28])=[O:27])=[C:19]2[C:24]=1[N:23]=[CH:22][CH:21]=[CH:20]2)(C1C=CC=CC=1)C1C=CC=CC=1.FC(F)(F)C(O)=O.C([SiH](CC)CC)C. The catalyst is ClCCl. The product is [F:44][C:41]1[CH:40]=[CH:39][C:38]([CH2:37][N:34]2[C:35](=[O:36])[C:16]3[C:15]([OH:14])=[C:24]4[C:19]([CH:20]=[CH:21][CH:22]=[N:23]4)=[C:18]([O:25][S:26]([C:29]([F:30])([F:31])[F:32])(=[O:28])=[O:27])[C:17]=3[CH2:33]2)=[CH:43][CH:42]=1. The yield is 0.670. (4) The reactants are [CH3:1][O:2][C:3]1[CH:4]=[C:5]([CH:31]=[C:32]([O:35][CH3:36])[C:33]=1[CH3:34])[C:6]([NH:8][CH2:9][C:10]1[CH:15]=[CH:14][C:13]([C:16]2[N:20]=[C:19]([CH3:21])[O:18][N:17]=2)=[CH:12][C:11]=1[NH:22][CH2:23][CH2:24][C:25]1[CH:30]=[CH:29][CH:28]=[CH:27][CH:26]=1)=[O:7].Br[CH2:38][C:39]([O:41]C)=[O:40].C(=O)([O-])[O-].[K+].[K+]. The catalyst is CN(C=O)C. The product is [CH3:1][O:2][C:3]1[CH:4]=[C:5]([CH:31]=[C:32]([O:35][CH3:36])[C:33]=1[CH3:34])[C:6]([NH:8][CH2:9][C:10]1[CH:15]=[CH:14][C:13]([C:16]2[N:20]=[C:19]([CH3:21])[O:18][N:17]=2)=[CH:12][C:11]=1[N:22]([CH2:38][C:39]([OH:41])=[O:40])[CH2:23][CH2:24][C:25]1[CH:26]=[CH:27][CH:28]=[CH:29][CH:30]=1)=[O:7]. The yield is 0.620. (5) The reactants are [Br:1][C:2]1[CH:7]=[CH:6][CH:5]=[C:4]([Br:8])[C:3]=1[Cl:9].[B:10]1([B:10]2[O:14][C:13]([CH3:16])([CH3:15])[C:12]([CH3:18])([CH3:17])[O:11]2)[O:14][C:13]([CH3:16])([CH3:15])[C:12]([CH3:18])([CH3:17])[O:11]1.CC(=O)OCC. The catalyst is CCCCCCC.[Ir].C1CCC=CCCC=1.C(C1C=CC=C(C(C)C)C=1N=CC1C=CC=CN=1)(C)C. The product is [Br:1][C:2]1[CH:7]=[C:6]([B:10]2[O:14][C:13]([CH3:16])([CH3:15])[C:12]([CH3:18])([CH3:17])[O:11]2)[CH:5]=[C:4]([Br:8])[C:3]=1[Cl:9]. The yield is 0.670. (6) The reactants are B.CSC.[CH3:5][O:6][C:7]1[CH:8]=[C:9]([CH:23]=[CH:24][C:25]=1[O:26][CH3:27])[O:10][CH:11]([C:15]1[CH:22]=[CH:21][C:18]([C:19]#[N:20])=[CH:17][CH:16]=1)[CH2:12][CH:13]=[CH2:14].O.B1([O-])O[O:30]1.O.O.O.O.[Na+]. The catalyst is C1COCC1. The product is [CH3:5][O:6][C:7]1[CH:8]=[C:9]([CH:23]=[CH:24][C:25]=1[O:26][CH3:27])[O:10][CH:11]([C:15]1[CH:22]=[CH:21][C:18]([C:19]#[N:20])=[CH:17][CH:16]=1)[CH2:12][CH2:13][CH2:14][OH:30]. The yield is 0.770.